Dataset: Forward reaction prediction with 1.9M reactions from USPTO patents (1976-2016). Task: Predict the product of the given reaction. Given the reactants [ClH:1].C(OC([NH:9][CH2:10][C@H:11]1[CH2:16][CH2:15][C@H:14]([C:17]([NH:19][C@H:20]([C:49](=[O:62])[NH:50][C:51]2[CH:56]=[CH:55][C:54]([C:57]3[N:58]=[N:59][NH:60][N:61]=3)=[CH:53][CH:52]=2)[CH2:21][C:22]2[CH:27]=[CH:26][C:25]([C:28]3[CH:33]=[CH:32][CH:31]=[CH:30][C:29]=3[C:34]([N:36]3[CH2:41][CH2:40][N:39](C(OC(C)(C)C)=O)[CH2:38][CH2:37]3)=[O:35])=[CH:24][CH:23]=2)=[O:18])[CH2:13][CH2:12]1)=O)(C)(C)C, predict the reaction product. The product is: [ClH:1].[NH2:9][CH2:10][C@H:11]1[CH2:16][CH2:15][C@H:14]([C:17]([NH:19][C@@H:20]([CH2:21][C:22]2[CH:27]=[CH:26][C:25]([C:28]3[CH:33]=[CH:32][CH:31]=[CH:30][C:29]=3[C:34]([N:36]3[CH2:37][CH2:38][NH:39][CH2:40][CH2:41]3)=[O:35])=[CH:24][CH:23]=2)[C:49](=[O:62])[NH:50][C:51]2[CH:56]=[CH:55][C:54]([C:57]3[N:61]=[N:60][NH:59][N:58]=3)=[CH:53][CH:52]=2)=[O:18])[CH2:13][CH2:12]1.